This data is from Full USPTO retrosynthesis dataset with 1.9M reactions from patents (1976-2016). The task is: Predict the reactants needed to synthesize the given product. (1) Given the product [CH2:23]([O:25][C:26]([C:28]1[C:29]2[S:37][CH:36]=[C:35]([CH2:38][O:20][C:16]3[CH:17]=[CH:18][CH:19]=[C:14]([CH2:13][O:12][C:11]4[CH:10]=[CH:9][C:8]([Cl:7])=[CH:22][CH:21]=4)[CH:15]=3)[C:30]=2[C:31]([Cl:34])=[N:32][CH:33]=1)=[O:27])[CH3:24], predict the reactants needed to synthesize it. The reactants are: C(=O)([O-])[O-].[K+].[K+].[Cl:7][C:8]1[CH:22]=[CH:21][C:11]([O:12][CH2:13][C:14]2[CH:15]=[C:16]([OH:20])[CH:17]=[CH:18][CH:19]=2)=[CH:10][CH:9]=1.[CH2:23]([O:25][C:26]([C:28]1[C:29]2[S:37][CH:36]=[C:35]([CH2:38]Br)[C:30]=2[C:31]([Cl:34])=[N:32][CH:33]=1)=[O:27])[CH3:24]. (2) The reactants are: Cl[CH2:2][C:3]1[N:4]=[C:5]2[S:12][C:11]([CH2:13][CH3:14])=[N:10][N:6]2[C:7](=[O:9])[CH:8]=1.[I-].[Na+].C(=O)(O)[O-:18].[Na+].O. Given the product [CH2:13]([C:11]1[S:12][C:5]2=[N:4][C:3]([CH2:2][OH:18])=[CH:8][C:7](=[O:9])[N:6]2[N:10]=1)[CH3:14], predict the reactants needed to synthesize it. (3) Given the product [Br:36][CH2:12][C:8]1[N:7]=[C:6]([NH:5][C:3](=[O:4])[C:2]([F:1])([F:13])[F:14])[CH:11]=[CH:10][CH:9]=1, predict the reactants needed to synthesize it. The reactants are: [F:1][C:2]([F:14])([F:13])[C:3]([NH:5][C:6]1[CH:11]=[CH:10][CH:9]=[C:8]([CH3:12])[N:7]=1)=[O:4].CC1N=C(N)C=CC=1.FC(F)(F)C(OC(=O)C(F)(F)F)=O.[Br:36]N1C(=O)CCC1=O.C(OOC(=O)C1C=CC=CC=1)(=O)C1C=CC=CC=1.